This data is from NCI-60 drug combinations with 297,098 pairs across 59 cell lines. The task is: Regression. Given two drug SMILES strings and cell line genomic features, predict the synergy score measuring deviation from expected non-interaction effect. (1) Drug 1: CCN(CC)CCCC(C)NC1=C2C=C(C=CC2=NC3=C1C=CC(=C3)Cl)OC. Cell line: HCT-15. Drug 2: CC1CCCC2(C(O2)CC(NC(=O)CC(C(C(=O)C(C1O)C)(C)C)O)C(=CC3=CSC(=N3)C)C)C. Synergy scores: CSS=47.3, Synergy_ZIP=12.4, Synergy_Bliss=11.9, Synergy_Loewe=-6.43, Synergy_HSA=13.0. (2) Synergy scores: CSS=12.9, Synergy_ZIP=5.12, Synergy_Bliss=10.4, Synergy_Loewe=2.13, Synergy_HSA=3.58. Cell line: IGROV1. Drug 1: CC1=CC=C(C=C1)C2=CC(=NN2C3=CC=C(C=C3)S(=O)(=O)N)C(F)(F)F. Drug 2: CC1CCC2CC(C(=CC=CC=CC(CC(C(=O)C(C(C(=CC(C(=O)CC(OC(=O)C3CCCCN3C(=O)C(=O)C1(O2)O)C(C)CC4CCC(C(C4)OC)O)C)C)O)OC)C)C)C)OC.